This data is from Reaction yield outcomes from USPTO patents with 853,638 reactions. The task is: Predict the reaction yield, written as a fraction of the theoretical maximum amount of product (1.0 means a 100% yield; for example, 0.34 means a 34% yield). The product is [CH2:1]([O:8][N:9]1[C:15](=[O:16])[N:14]2[CH2:17][C@H:10]1[CH2:11][CH2:12][C@H:13]2[C:18]([NH:29][NH:28][C:26]([C:24]1[N:23]=[CH:22][O:21][CH:25]=1)=[O:27])=[O:20])[C:2]1[CH:3]=[CH:4][CH:5]=[CH:6][CH:7]=1. The reactants are [CH2:1]([O:8][N:9]1[C:15](=[O:16])[N:14]2[CH2:17][C@H:10]1[CH2:11][CH2:12][C@H:13]2[C:18]([OH:20])=O)[C:2]1[CH:7]=[CH:6][CH:5]=[CH:4][CH:3]=1.[O:21]1[CH:25]=[C:24]([C:26]([NH:28][NH2:29])=[O:27])[N:23]=[CH:22]1. The yield is 0.617. No catalyst specified.